Dataset: Reaction yield outcomes from USPTO patents with 853,638 reactions. Task: Predict the reaction yield, written as a fraction of the theoretical maximum amount of product (1.0 means a 100% yield; for example, 0.34 means a 34% yield). (1) The reactants are [Br:1][C:2]1[N:7]=[C:6]([NH:8][CH2:9][C:10]2[CH:11]=[C:12]3[C:17](=[CH:18][CH:19]=2)[N:16]=[CH:15][CH:14]=[CH:13]3)[C:5]([NH2:20])=[N:4][CH:3]=1.[N:21]([O-])=O.[Na+].S(=O)(=O)(O)O.[OH-].[Na+]. The catalyst is O.CC(O)=O. The product is [Br:1][C:2]1[N:7]=[C:6]2[N:8]([CH2:9][C:10]3[CH:11]=[C:12]4[C:17](=[CH:18][CH:19]=3)[N:16]=[CH:15][CH:14]=[CH:13]4)[N:21]=[N:20][C:5]2=[N:4][CH:3]=1. The yield is 0.580. (2) The reactants are [F:1][C:2]1[CH:7]=[C:6](I)[CH:5]=[CH:4][C:3]=1[N:9]1[CH2:14][CH2:13][N:12]([C@@H:15]2[CH2:19][CH2:18][C:17]([C:20]3[NH:29][C:28](=[O:30])[C:27]4[CH2:26][C:25]5([CH2:32][CH2:31]5)[CH2:24][CH2:23][C:22]=4[N:21]=3)=[CH:16]2)[CH2:11][CH2:10]1.[C:33]([Zn]C#N)#[N:34]. The catalyst is CN(C)C=O. The product is [F:1][C:2]1[CH:7]=[C:6]([CH:5]=[CH:4][C:3]=1[N:9]1[CH2:14][CH2:13][N:12]([C@@H:15]2[CH2:19][CH2:18][C:17]([C:20]3[NH:29][C:28](=[O:30])[C:27]4[CH2:26][C:25]5([CH2:32][CH2:31]5)[CH2:24][CH2:23][C:22]=4[N:21]=3)=[CH:16]2)[CH2:11][CH2:10]1)[C:33]#[N:34]. The yield is 0.345.